From a dataset of Forward reaction prediction with 1.9M reactions from USPTO patents (1976-2016). Predict the product of the given reaction. (1) Given the reactants [Cl:1][C:2]1[CH:14]=[N:13][C:5]2[NH:6][C:7]3[CH2:12][CH2:11][NH:10][CH2:9][C:8]=3[C:4]=2[CH:3]=1.CCN(C(C)C)C(C)C.[Cl:24][C:25]1[CH:26]=[C:27]([N:31]=[C:32]=[O:33])[CH:28]=[CH:29][CH:30]=1.Cl.CCOCC, predict the reaction product. The product is: [ClH:1].[Cl:24][C:25]1[CH:26]=[C:27]([NH:31][C:32]([N:10]2[CH2:11][CH2:12][C:7]3[NH:6][C:5]4[N:13]=[CH:14][C:2]([Cl:1])=[CH:3][C:4]=4[C:8]=3[CH2:9]2)=[O:33])[CH:28]=[CH:29][CH:30]=1. (2) Given the reactants [C:1]1([CH3:15])[CH:6]=[CH:5][CH:4]=[C:3]([C:7]2[O:11][CH:10]=[N:9][C:8]=2[C:12]([OH:14])=O)[CH:2]=1.C1C=C[C:19]2[N:24](O)[N:23]=[N:22][C:20]=2[CH:21]=1.C(Cl)CCl.N1C=C(N)C=N1.CCN(C(C)C)C(C)C, predict the reaction product. The product is: [NH:23]1[CH:21]=[C:20]([NH:22][C:12]([C:8]2[N:9]=[CH:10][O:11][C:7]=2[C:3]2[CH:2]=[C:1]([CH3:15])[CH:6]=[CH:5][CH:4]=2)=[O:14])[CH:19]=[N:24]1. (3) Given the reactants [NH2:1][C:2]1[C:3]2[C:10]([C:11]3[CH:16]=[CH:15][CH:14]=[C:13]([O:17][CH2:18][CH:19]4[CH2:23][CH2:22][CH2:21][O:20]4)[CH:12]=3)=[CH:9][N:8]([C@@H:24]3[CH2:27][C@H:26]([CH2:28]O)[CH2:25]3)[C:4]=2[N:5]=[CH:6][N:7]=1.[OH:30][C@H:31]1[CH2:35][CH2:34][NH:33][C@H:32]1[C:36]([NH2:38])=[O:37], predict the reaction product. The product is: [NH2:1][C:2]1[C:3]2[C:10]([C:11]3[CH:16]=[CH:15][CH:14]=[C:13]([O:17][CH2:18][CH:19]4[CH2:23][CH2:22][CH2:21][O:20]4)[CH:12]=3)=[CH:9][N:8]([C@@H:24]3[CH2:27][C@H:26]([CH2:28][N:33]4[CH2:34][CH2:35][C@@H:31]([OH:30])[C@H:32]4[C:36]([NH2:38])=[O:37])[CH2:25]3)[C:4]=2[N:5]=[CH:6][N:7]=1. (4) Given the reactants Br[C:2]1[C:11]2[C:6](=[N:7][CH:8]=[C:9]([C:12]([N:14]3[CH2:19][CH2:18][S:17](=[O:21])(=[O:20])[CH2:16][CH2:15]3)=[O:13])[N:10]=2)[CH:5]=[N:4][CH:3]=1.[Cl:22][C:23]1[CH:28]=[CH:27][C:26](B(O)O)=[CH:25][CH:24]=1.C(=O)([O-])[O-].[Cs+].[Cs+].O1CCOCC1, predict the reaction product. The product is: [Cl:22][C:23]1[CH:28]=[CH:27][C:26]([C:2]2[C:11]3[C:6](=[N:7][CH:8]=[C:9]([C:12]([N:14]4[CH2:19][CH2:18][S:17](=[O:21])(=[O:20])[CH2:16][CH2:15]4)=[O:13])[N:10]=3)[CH:5]=[N:4][CH:3]=2)=[CH:25][CH:24]=1. (5) Given the reactants C(N(C(C)C)CC)(C)C.CCCP1(OP(CCC)(=O)OP(CCC)(=O)O1)=O.[Cl:28][C:29]1[CH:34]=[CH:33][C:32]([C:35]2[N:36]=[C:37]3[CH:42]=[CH:41][C:40]([C:43]([O-:45])=O)=[CH:39][N:38]3[C:46]=2[CH2:47][OH:48])=[CH:31][CH:30]=1.[Na+].Cl.[NH:51]1[CH2:54][CH:53]([OH:55])[CH2:52]1, predict the reaction product. The product is: [Cl:28][C:29]1[CH:30]=[CH:31][C:32]([C:35]2[N:36]=[C:37]3[CH:42]=[CH:41][C:40]([C:43]([N:51]4[CH2:54][CH:53]([OH:55])[CH2:52]4)=[O:45])=[CH:39][N:38]3[C:46]=2[CH2:47][OH:48])=[CH:33][CH:34]=1. (6) Given the reactants CCN(S(F)(F)F)CC.[CH3:10][C:11]([C:29]1[CH:44]=[CH:43][C:32]([C:33]([NH:35][C@H:36]([CH2:41]O)[C:37]([O:39][CH3:40])=[O:38])=[O:34])=[CH:31][CH:30]=1)([C:15]1[CH:20]=[CH:19][C:18]([O:21][CH2:22][C:23]2[CH:28]=[CH:27][CH:26]=[CH:25][N:24]=2)=[CH:17][CH:16]=1)[CH:12]([CH3:14])[CH3:13].C(=O)([O-])[O-].[K+].[K+].O, predict the reaction product. The product is: [CH3:10][C:11]([C:29]1[CH:44]=[CH:43][C:32]([C:33]2[O:34][CH2:41][C@H:36]([C:37]([O:39][CH3:40])=[O:38])[N:35]=2)=[CH:31][CH:30]=1)([C:15]1[CH:16]=[CH:17][C:18]([O:21][CH2:22][C:23]2[CH:28]=[CH:27][CH:26]=[CH:25][N:24]=2)=[CH:19][CH:20]=1)[CH:12]([CH3:14])[CH3:13].